This data is from CYP2C9 inhibition data for predicting drug metabolism from PubChem BioAssay. The task is: Regression/Classification. Given a drug SMILES string, predict its absorption, distribution, metabolism, or excretion properties. Task type varies by dataset: regression for continuous measurements (e.g., permeability, clearance, half-life) or binary classification for categorical outcomes (e.g., BBB penetration, CYP inhibition). Dataset: cyp2c9_veith. The drug is O=C(NC(=S)Nc1cccc(Cl)c1N1CCCCC1)c1ccco1. The result is 1 (inhibitor).